Task: Predict the product of the given reaction.. Dataset: Forward reaction prediction with 1.9M reactions from USPTO patents (1976-2016) (1) Given the reactants [F:1][C:2]([F:12])([F:11])[C:3]1[CH:4]=[C:5]([CH:8]=[CH:9][CH:10]=1)[CH2:6]Cl.[CH2:13]([N:20]1[C:28]2[C:23](=[CH:24][CH:25]=[C:26]([CH2:29][C:30]([OH:32])=[O:31])[CH:27]=2)[CH:22]=[CH:21]1)[C:14]1[CH:19]=[CH:18][CH:17]=[CH:16][CH:15]=1, predict the reaction product. The product is: [F:1][C:2]([F:12])([F:11])[C:3]1[CH:4]=[C:5]([CH:8]=[CH:9][CH:10]=1)[CH2:6][N:20]1[C:28]2[C:23](=[CH:24][CH:25]=[C:26]([CH2:29][C:30]([OH:32])=[O:31])[CH:27]=2)[CH:22]=[CH:21]1.[CH2:13]([N:20]1[C:28]2[C:23](=[CH:24][CH:25]=[C:26]([CH2:29][C:30]([OH:32])=[O:31])[CH:27]=2)[CH:22]=[CH:21]1)[C:14]1[CH:15]=[CH:16][CH:17]=[CH:18][CH:19]=1. (2) The product is: [N:11]([N:4]1[CH2:3][CH2:2][O:1][C:6]2[CH:7]=[CH:8][CH:9]=[CH:10][C:5]1=2)=[O:12]. Given the reactants [O:1]1[C:6]2[CH:7]=[CH:8][CH:9]=[CH:10][C:5]=2[NH:4][CH2:3][CH2:2]1.[N:11]([O-])=[O:12].[Na+], predict the reaction product. (3) Given the reactants [F:1][C:2]([F:15])([C:8]1[CH:13]=[CH:12][C:11]([CH3:14])=[CH:10][N:9]=1)[C:3]([O:5]CC)=[O:4].O.[OH-].[Li+], predict the reaction product. The product is: [F:15][C:2]([F:1])([C:8]1[CH:13]=[CH:12][C:11]([CH3:14])=[CH:10][N:9]=1)[C:3]([OH:5])=[O:4]. (4) Given the reactants FC(F)(F)C(O)=O.CC(OC([NH:15][CH2:16][CH2:17][NH:18][C:19]1[C:20]([C:33]([O:35][CH2:36][CH3:37])=[O:34])=[N:21][CH:22]=[C:23]([CH2:25][C:26]2[CH:31]=[CH:30][C:29]([F:32])=[CH:28][CH:27]=2)[CH:24]=1)=O)(C)C, predict the reaction product. The product is: [NH2:15][CH2:16][CH2:17][NH:18][C:19]1[C:20]([C:33]([O:35][CH2:36][CH3:37])=[O:34])=[N:21][CH:22]=[C:23]([CH2:25][C:26]2[CH:31]=[CH:30][C:29]([F:32])=[CH:28][CH:27]=2)[CH:24]=1. (5) Given the reactants CN(C)C1C=CC=CC=1.[CH3:10][O:11][C:12]1[CH:17]=[CH:16][CH:15]=[CH:14][C:13]=1[C:18]1[N:27]=[C:26](O)[C:25]2[C:20](=[CH:21][CH:22]=[CH:23][CH:24]=2)[N:19]=1.P(Cl)(Cl)([Cl:31])=O.C(=O)([O-])O.[Na+], predict the reaction product. The product is: [Cl:31][C:26]1[C:25]2[C:20](=[CH:21][CH:22]=[CH:23][CH:24]=2)[N:19]=[C:18]([C:13]2[CH:14]=[CH:15][CH:16]=[CH:17][C:12]=2[O:11][CH3:10])[N:27]=1.